Dataset: Forward reaction prediction with 1.9M reactions from USPTO patents (1976-2016). Task: Predict the product of the given reaction. (1) Given the reactants [CH3:1][C:2]1([CH3:31])[O:7][C:6]2[CH:8]=[CH:9][C:10]([NH:12][CH2:13][C:14]3[CH:29]=[CH:28][C:17]([C:18]([O:20][CH2:21][C:22]4[CH:27]=[CH:26][CH:25]=[CH:24][CH:23]=4)=[O:19])=[CH:16][CH:15]=3)=[CH:11][C:5]=2[C:4](=[O:30])[O:3]1.CCN(C(C)C)C(C)C.[CH:41]1([CH2:46][CH2:47][C:48](Cl)=[O:49])[CH2:45][CH2:44][CH2:43][CH2:42]1.Cl, predict the reaction product. The product is: [CH:41]1([CH2:46][CH2:47][C:48]([N:12]([CH2:13][C:14]2[CH:29]=[CH:28][C:17]([C:18]([O:20][CH2:21][C:22]3[CH:23]=[CH:24][CH:25]=[CH:26][CH:27]=3)=[O:19])=[CH:16][CH:15]=2)[C:10]2[CH:9]=[CH:8][C:6]3[O:7][C:2]([CH3:31])([CH3:1])[O:3][C:4](=[O:30])[C:5]=3[CH:11]=2)=[O:49])[CH2:45][CH2:44][CH2:43][CH2:42]1. (2) The product is: [CH3:1][C:2]1[C:10]2[C:5](=[N:6][C:7]([CH3:26])=[C:8]([CH:18]([CH2:23][CH2:24][CH3:25])[C:19]([OH:21])=[O:20])[C:9]=2[C:11]2[CH:12]=[CH:13][C:14]([CH3:17])=[CH:15][CH:16]=2)[S:4][CH:3]=1. Given the reactants [CH3:1][C:2]1[C:10]2[C:5](=[N:6][C:7]([CH3:26])=[C:8]([CH:18]([CH2:23][CH2:24][CH3:25])[C:19]([O:21]C)=[O:20])[C:9]=2[C:11]2[CH:16]=[CH:15][C:14]([CH3:17])=[CH:13][CH:12]=2)[S:4][CH:3]=1.[OH-].[Na+], predict the reaction product. (3) Given the reactants Cl[C:2]1[C:11]2[C:6](=[CH:7][C:8]([O:14][CH2:15][CH2:16][CH2:17][N:18]3[CH2:23][CH2:22][O:21][CH2:20][CH2:19]3)=[C:9]([O:12][CH3:13])[CH:10]=2)[N:5]=[CH:4][N:3]=1.[NH2:24][C:25]1[C:33]2[O:32][CH:31]=[C:30]([Br:34])[C:29]=2[CH:28]=[CH:27][C:26]=1[Cl:35], predict the reaction product. The product is: [Br:34][C:30]1[C:29]2[CH:28]=[CH:27][C:26]([Cl:35])=[C:25]([NH:24][C:2]3[C:11]4[C:6](=[CH:7][C:8]([O:14][CH2:15][CH2:16][CH2:17][N:18]5[CH2:23][CH2:22][O:21][CH2:20][CH2:19]5)=[C:9]([O:12][CH3:13])[CH:10]=4)[N:5]=[CH:4][N:3]=3)[C:33]=2[O:32][CH:31]=1.